Predict the reactants needed to synthesize the given product. From a dataset of Full USPTO retrosynthesis dataset with 1.9M reactions from patents (1976-2016). (1) Given the product [Cl:25][C:26]1[CH:31]=[CH:30][C:29]([S:32]([O:9][CH2:8][C:7]([N:5]2[CH2:6][C@@H:2]([F:1])[CH2:3][C@H:4]2[C:11]#[N:12])=[O:10])(=[O:34])=[O:33])=[CH:28][CH:27]=1, predict the reactants needed to synthesize it. The reactants are: [F:1][C@@H:2]1[CH2:6][N:5]([C:7](=[O:10])[CH2:8][OH:9])[C@H:4]([C:11]#[N:12])[CH2:3]1.C(N(CC)CC)C.Cl.CN(C)C.[Cl:25][C:26]1[CH:31]=[CH:30][C:29]([S:32](Cl)(=[O:34])=[O:33])=[CH:28][CH:27]=1. (2) Given the product [F:1][C:2]1[CH:3]=[C:4]([C:12]2[CH:21]=[CH:20][C:19]3[C:14](=[C:15]([NH2:22])[CH:16]=[CH:17][CH:18]=3)[N:13]=2)[CH:5]=[C:6]([C:8]([F:10])([F:11])[F:9])[CH:7]=1, predict the reactants needed to synthesize it. The reactants are: [F:1][C:2]1[CH:3]=[C:4]([C:12]2[CH:21]=[CH:20][C:19]3[C:14](=[C:15]([N+:22]([O-])=O)[CH:16]=[CH:17][CH:18]=3)[N:13]=2)[CH:5]=[C:6]([C:8]([F:11])([F:10])[F:9])[CH:7]=1.[Cl-].[NH4+]. (3) Given the product [Br:16][C:17]1[CH:22]=[C:21]([C:2]2[N:7]=[C:6]([C:8]3[CH:13]=[CH:12][C:11]([Cl:14])=[CH:10][CH:9]=3)[CH:5]=[C:4]([CH3:15])[N:3]=2)[CH:20]=[CH:19][CH:18]=1, predict the reactants needed to synthesize it. The reactants are: Cl[C:2]1[N:7]=[C:6]([C:8]2[CH:13]=[CH:12][C:11]([Cl:14])=[CH:10][CH:9]=2)[CH:5]=[C:4]([CH3:15])[N:3]=1.[Br:16][C:17]1[CH:18]=[C:19](B(O)O)[CH:20]=[CH:21][CH:22]=1.